This data is from NCI-60 drug combinations with 297,098 pairs across 59 cell lines. The task is: Regression. Given two drug SMILES strings and cell line genomic features, predict the synergy score measuring deviation from expected non-interaction effect. (1) Drug 1: CN(C(=O)NC(C=O)C(C(C(CO)O)O)O)N=O. Drug 2: COC1=C2C(=CC3=C1OC=C3)C=CC(=O)O2. Cell line: HT29. Synergy scores: CSS=-2.42, Synergy_ZIP=4.32, Synergy_Bliss=6.09, Synergy_Loewe=-0.645, Synergy_HSA=-0.296. (2) Drug 1: CN(C)C1=NC(=NC(=N1)N(C)C)N(C)C. Drug 2: CC(C1=C(C=CC(=C1Cl)F)Cl)OC2=C(N=CC(=C2)C3=CN(N=C3)C4CCNCC4)N. Cell line: SNB-19. Synergy scores: CSS=1.47, Synergy_ZIP=-0.483, Synergy_Bliss=-1.49, Synergy_Loewe=-7.27, Synergy_HSA=-3.40. (3) Drug 1: CC=C1C(=O)NC(C(=O)OC2CC(=O)NC(C(=O)NC(CSSCCC=C2)C(=O)N1)C(C)C)C(C)C. Drug 2: C1=CC=C(C(=C1)C(C2=CC=C(C=C2)Cl)C(Cl)Cl)Cl. Cell line: A549. Synergy scores: CSS=67.8, Synergy_ZIP=-1.71, Synergy_Bliss=-1.80, Synergy_Loewe=-62.3, Synergy_HSA=-2.71. (4) Drug 1: CN1C2=C(C=C(C=C2)N(CCCl)CCCl)N=C1CCCC(=O)O.Cl. Drug 2: C1=NNC2=C1C(=O)NC=N2. Cell line: MOLT-4. Synergy scores: CSS=4.63, Synergy_ZIP=-4.37, Synergy_Bliss=-3.92, Synergy_Loewe=-2.53, Synergy_HSA=-1.38. (5) Drug 1: C1=NC2=C(N1)C(=S)N=C(N2)N. Drug 2: CCC1(CC2CC(C3=C(CCN(C2)C1)C4=CC=CC=C4N3)(C5=C(C=C6C(=C5)C78CCN9C7C(C=CC9)(C(C(C8N6C=O)(C(=O)OC)O)OC(=O)C)CC)OC)C(=O)OC)O.OS(=O)(=O)O. Cell line: SR. Synergy scores: CSS=77.7, Synergy_ZIP=-0.470, Synergy_Bliss=-1.24, Synergy_Loewe=-0.584, Synergy_HSA=1.75. (6) Drug 1: C1CCC(C1)C(CC#N)N2C=C(C=N2)C3=C4C=CNC4=NC=N3. Drug 2: CCCCCOC(=O)NC1=NC(=O)N(C=C1F)C2C(C(C(O2)C)O)O. Cell line: SK-OV-3. Synergy scores: CSS=0.885, Synergy_ZIP=-0.361, Synergy_Bliss=2.13, Synergy_Loewe=-3.51, Synergy_HSA=0.752. (7) Drug 1: CCC1=CC2CC(C3=C(CN(C2)C1)C4=CC=CC=C4N3)(C5=C(C=C6C(=C5)C78CCN9C7C(C=CC9)(C(C(C8N6C)(C(=O)OC)O)OC(=O)C)CC)OC)C(=O)OC.C(C(C(=O)O)O)(C(=O)O)O. Drug 2: C1=CC=C(C(=C1)C(C2=CC=C(C=C2)Cl)C(Cl)Cl)Cl. Cell line: HCC-2998. Synergy scores: CSS=62.8, Synergy_ZIP=6.88, Synergy_Bliss=10.6, Synergy_Loewe=-40.2, Synergy_HSA=10.7. (8) Drug 1: CC1=C(C=C(C=C1)C(=O)NC2=CC(=CC(=C2)C(F)(F)F)N3C=C(N=C3)C)NC4=NC=CC(=N4)C5=CN=CC=C5. Drug 2: CC(C)CN1C=NC2=C1C3=CC=CC=C3N=C2N. Cell line: SF-539. Synergy scores: CSS=12.8, Synergy_ZIP=1.51, Synergy_Bliss=3.69, Synergy_Loewe=7.29, Synergy_HSA=5.05.